This data is from Reaction yield outcomes from USPTO patents with 853,638 reactions. The task is: Predict the reaction yield, written as a fraction of the theoretical maximum amount of product (1.0 means a 100% yield; for example, 0.34 means a 34% yield). (1) The reactants are [Cl:1][C:2]1[N:7]=[C:6]([N:8]([CH3:13])[CH2:9][CH2:10][CH2:11][OH:12])[C:5]([F:14])=[CH:4][N:3]=1.[CH3:15][O:16][C:17](=[O:29])[CH2:18][N:19]1[C:27]2[C:22](=[CH:23][C:24](O)=[CH:25][CH:26]=2)[CH:21]=[CH:20]1.C1(P(C2C=CC=CC=2)C2C=CC=CC=2)C=CC=CC=1.N(C(N1CCCCC1)=O)=NC(N1CCCCC1)=O. The catalyst is ClCCl.CCOC(C)=O. The product is [CH3:15][O:16][C:17](=[O:29])[CH2:18][N:19]1[C:27]2[C:22](=[CH:23][C:24]([O:12][CH2:11][CH2:10][CH2:9][N:8]([C:6]3[C:5]([F:14])=[CH:4][N:3]=[C:2]([Cl:1])[N:7]=3)[CH3:13])=[CH:25][CH:26]=2)[CH:21]=[CH:20]1. The yield is 0.560. (2) The reactants are Cl[C:2]1[C:11]2[C:6](=[CH:7][CH:8]=[C:9]3[S:14](=[O:16])(=[O:15])[CH2:13][CH2:12][C:10]3=2)[N:5]=[CH:4][C:3]=1[C:17]([O:19][CH2:20][CH3:21])=[O:18].[N:22]1([CH2:28][CH2:29][NH2:30])[CH2:27][CH2:26][O:25][CH2:24][CH2:23]1. The product is [N:22]1([CH2:28][CH2:29][NH:30][C:2]2[C:11]3[C:6](=[CH:7][CH:8]=[C:9]4[S:14](=[O:16])(=[O:15])[CH2:13][CH2:12][C:10]4=3)[N:5]=[CH:4][C:3]=2[C:17]([O:19][CH2:20][CH3:21])=[O:18])[CH2:27][CH2:26][O:25][CH2:24][CH2:23]1. No catalyst specified. The yield is 0.520. (3) The reactants are [NH2:1][C:2]1[CH:18]=[C:17]([Cl:19])[C:5]([CH2:6][C:7]2[CH:8]=[C:9]([CH:14]([CH3:16])[CH3:15])[C:10](=[O:13])[NH:11][N:12]=2)=[C:4]([Cl:20])[CH:3]=1.[C:21]1(=O)[O:26][C:24](=[O:25])[C:23]2=[CH:27][CH:28]=[CH:29][CH:30]=[C:22]12. The catalyst is C(O)(=O)C. The product is [Cl:19][C:17]1[CH:18]=[C:2]([N:1]2[C:24](=[O:25])[C:23]3[C:22](=[CH:30][CH:29]=[CH:28][CH:27]=3)[C:21]2=[O:26])[CH:3]=[C:4]([Cl:20])[C:5]=1[CH2:6][C:7]1[CH:8]=[C:9]([CH:14]([CH3:15])[CH3:16])[C:10](=[O:13])[NH:11][N:12]=1. The yield is 0.610. (4) The catalyst is CO.[Pd]. The reactants are [CH3:1][O:2][C:3]1[C:4]([N+:15]([O-])=O)=[CH:5][C:6]2[CH2:12][CH2:11][NH:10][C:9](=[O:13])[CH2:8][C:7]=2[CH:14]=1. The yield is 0.950. The product is [NH2:15][C:4]1[C:3]([O:2][CH3:1])=[CH:14][C:7]2[CH2:8][C:9](=[O:13])[NH:10][CH2:11][CH2:12][C:6]=2[CH:5]=1. (5) The catalyst is C(Cl)Cl. The yield is 0.190. The product is [OH:12][C:10]([C:13]1[CH:14]=[CH:15][C:16]([I:19])=[CH:17][CH:18]=1)([CH3:11])[CH2:9][NH:8][S:4]([CH:2]([CH3:3])[CH3:1])(=[O:6])=[O:5]. The reactants are [CH3:1][CH:2]([S:4](Cl)(=[O:6])=[O:5])[CH3:3].[NH2:8][CH2:9][C:10]([C:13]1[CH:18]=[CH:17][C:16]([I:19])=[CH:15][CH:14]=1)([OH:12])[CH3:11].O. (6) The reactants are [NH2:1][C:2]1[CH:3]=[C:4]([CH:21]=[CH:22][C:23]=1[CH3:24])[O:5][C:6]1[CH:7]=[CH:8][C:9]2[N:10]([CH:12]=[C:13]([NH:15][C:16]([CH:18]3[CH2:20][CH2:19]3)=[O:17])[N:14]=2)[N:11]=1.Cl.[N:26]1[CH:31]=[CH:30][CH:29]=[CH:28][C:27]=1[CH2:32][C:33](O)=[O:34].C(N(CC)CC)C.P(C#N)(OCC)(OCC)=O.C(=O)([O-])O.[Na+]. The catalyst is CN(C)C=O. The product is [CH3:24][C:23]1[CH:22]=[CH:21][C:4]([O:5][C:6]2[CH:7]=[CH:8][C:9]3[N:10]([CH:12]=[C:13]([NH:15][C:16]([CH:18]4[CH2:20][CH2:19]4)=[O:17])[N:14]=3)[N:11]=2)=[CH:3][C:2]=1[NH:1][C:33](=[O:34])[CH2:32][C:27]1[CH:28]=[CH:29][CH:30]=[CH:31][N:26]=1. The yield is 0.410.